From a dataset of Forward reaction prediction with 1.9M reactions from USPTO patents (1976-2016). Predict the product of the given reaction. Given the reactants [F:1][C:2]([F:12])([F:11])[CH2:3][CH2:4][Si:5](C)([O:8][CH3:9])[O:6][CH3:7].C[CH2:14][O:15][Si](OC(C(F)(F)C(F)(F)C(F)(F)C(F)(F)C(F)(F)C(F)(F)C(F)(F)C(F)(F)F)C)OCC, predict the reaction product. The product is: [C:2]([CH2:3][CH2:4][Si:5]([O:15][CH3:14])([O:8][CH3:9])[O:6][CH3:7])([F:12])([F:11])[F:1].